Dataset: Reaction yield outcomes from USPTO patents with 853,638 reactions. Task: Predict the reaction yield, written as a fraction of the theoretical maximum amount of product (1.0 means a 100% yield; for example, 0.34 means a 34% yield). (1) The reactants are [NH2:1][C:2]([NH2:4])=[S:3].[K].C([O:8][CH:9](OCC)[CH:10]([CH:13]=O)[C:11]#[N:12])C.C[O-].[Na+].CO. The catalyst is CCO. The product is [NH2:12][C:11]1[C:10]([CH:9]=[O:8])=[CH:13][N:4]=[C:2]([SH:3])[N:1]=1. The yield is 0.723. (2) The reactants are Cl[CH2:2][C:3]1[CH:4]=[CH:5][C:6]2[O:11][C:10]([F:13])([F:12])[O:9]C(F)(F)[C:7]=2[CH:16]=1.[C-:17]#[N:18].[Na+]. The catalyst is CS(C)=O. The product is [F:13][C:10]1([F:12])[O:11][C:6]2[CH:5]=[CH:4][C:3]([CH2:2][C:17]#[N:18])=[CH:16][C:7]=2[O:9]1. The yield is 0.680. (3) The reactants are [Cl:1][C:2]1[C:7]([CH3:8])=[C:6]([O:9][CH2:10][C:11]([O:13]C)=[O:12])[N:5]=[C:4]([CH:15]2[CH2:17][CH2:16]2)[N:3]=1.N. The catalyst is CO. The product is [Cl:1][C:2]1[C:7]([CH3:8])=[C:6]([O:9][CH2:10][C:11]([OH:13])=[O:12])[N:5]=[C:4]([CH:15]2[CH2:17][CH2:16]2)[N:3]=1. The yield is 0.910. (4) The reactants are CN[C:3]1[CH:11]=[CH:10][C:6](C(Cl)=O)=[CH:5][C:4]=1S(N1CCOCC1)(=O)=O.C(N(CC)CC)C.CCCCCC.[C:34]([O:37][CH2:38][CH3:39])(=[O:36])[CH3:35]. The catalyst is ClCCl. The product is [CH3:10][CH2:11][CH2:3][CH2:4][CH2:5][CH3:6].[C:34]([O:37][CH2:38][CH3:39])(=[O:36])[CH3:35]. The yield is 0.720. (5) The reactants are [CH3:1][O:2][C:3](=[O:14])[C:4](=O)[CH2:5][C:6](=[O:12])[C:7]1[CH:11]=[CH:10][S:9][CH:8]=1.Cl.[NH2:16]O. The catalyst is CO.C(OCC)(=O)C. The product is [CH3:1][O:2][C:3]([C:4]1[CH:5]=[C:6]([C:7]2[CH:11]=[CH:10][S:9][CH:8]=2)[O:12][N:16]=1)=[O:14]. The yield is 0.860. (6) The product is [C:1]([O:5][C:6]([N:8]1[CH2:13][CH2:12][CH2:11][CH2:10][C@:9]1([CH3:17])[C:14]([NH:19][C@H:20]([C:22]1[CH:31]=[CH:30][C:25]([C:26]([O:28][CH3:29])=[O:27])=[CH:24][CH:23]=1)[CH3:21])=[O:16])=[O:7])([CH3:2])([CH3:3])[CH3:4]. The yield is 0.480. The catalyst is CCOC(C)=O.CN(C=O)C. The reactants are [C:1]([O:5][C:6]([N:8]1[CH2:13][CH2:12][CH2:11][CH2:10][C:9]1([CH3:17])[C:14]([OH:16])=O)=[O:7])([CH3:4])([CH3:3])[CH3:2].Cl.[NH2:19][C@H:20]([C:22]1[CH:31]=[CH:30][C:25]([C:26]([O:28][CH3:29])=[O:27])=[CH:24][CH:23]=1)[CH3:21].C(N(CC)CC)C.F[P-](F)(F)(F)(F)F.N1(O[P+](N(C)C)(N(C)C)N(C)C)C2C=CC=CC=2N=N1. (7) The reactants are [Cl:1][C:2]1[CH:7]=[CH:6][CH:5]=[CH:4][C:3]=1[C@H:8]([O:10][C:11]1[CH:15]=[C:14]([N:16]2[C:20]3[CH:21]=[CH:22][C:23](B4OC(C)(C)C(C)(C)O4)=[CH:24][C:19]=3[N:18]=[CH:17]2)[S:13][C:12]=1[C:34]([NH2:36])=[O:35])[CH3:9].[NH2:37][C:38]1[N:43]=[C:42]([CH3:44])[C:41](Br)=[CH:40][CH:39]=1. No catalyst specified. The product is [NH2:37][C:38]1[N:43]=[C:42]([CH3:44])[C:41]([C:23]2[CH:22]=[CH:21][C:20]3[N:16]([C:14]4[S:13][C:12]([C:34]([NH2:36])=[O:35])=[C:11]([O:10][C@@H:8]([C:3]5[CH:4]=[CH:5][CH:6]=[CH:7][C:2]=5[Cl:1])[CH3:9])[CH:15]=4)[CH:17]=[N:18][C:19]=3[CH:24]=2)=[CH:40][CH:39]=1. The yield is 0.400.